This data is from Reaction yield outcomes from USPTO patents with 853,638 reactions. The task is: Predict the reaction yield, written as a fraction of the theoretical maximum amount of product (1.0 means a 100% yield; for example, 0.34 means a 34% yield). The reactants are [Cl:1][C:2]1[CH:7]=[CH:6][C:5]([C:8]2[N:9]=[C:10]([C:24]([O:26][C:27]([CH3:30])([CH3:29])[CH3:28])=[O:25])[C:11]([C:21](O)=[O:22])=[N:12][C:13]=2[C:14]2[CH:19]=[CH:18][C:17]([Cl:20])=[CH:16][CH:15]=2)=[CH:4][CH:3]=1.[NH2:31][C:32]1([CH2:37][OH:38])[CH2:36][CH2:35][CH2:34][CH2:33]1.C(N(CC)CC)C.C1CN([P+](ON2N=NC3C=CC=CC2=3)(N2CCCC2)N2CCCC2)CC1.F[P-](F)(F)(F)(F)F. The catalyst is ClCCl.C(OCC)(=O)C. The product is [C:27]([O:26][C:24]([C:10]1[C:11]([C:21](=[O:22])[NH:31][C:32]2([CH2:37][OH:38])[CH2:36][CH2:35][CH2:34][CH2:33]2)=[N:12][C:13]([C:14]2[CH:19]=[CH:18][C:17]([Cl:20])=[CH:16][CH:15]=2)=[C:8]([C:5]2[CH:4]=[CH:3][C:2]([Cl:1])=[CH:7][CH:6]=2)[N:9]=1)=[O:25])([CH3:28])([CH3:30])[CH3:29]. The yield is 0.830.